Predict the reaction yield, written as a fraction of the theoretical maximum amount of product (1.0 means a 100% yield; for example, 0.34 means a 34% yield). From a dataset of Reaction yield outcomes from USPTO patents with 853,638 reactions. (1) The reactants are [CH:1]1[C:10]2[C:5](=[CH:6][CH:7]=[CH:8][CH:9]=2)[CH:4]=[CH:3][C:2]=1[C:11]1[CH:12]=[C:13]([CH:25]=[CH:26][CH:27]=1)[C:14]([C:16]1[CH:24]=[CH:23][CH:22]=[CH:21][C:17]=1[C:18]([OH:20])=[O:19])=O. The catalyst is [OH-].[Na+].[Zn].S([O-])([O-])(=O)=O.[Cu+2]. The product is [CH:1]1[C:10]2[C:5](=[CH:6][CH:7]=[CH:8][CH:9]=2)[CH:4]=[CH:3][C:2]=1[C:11]1[CH:12]=[C:13]([CH:25]=[CH:26][CH:27]=1)[CH2:14][C:16]1[CH:24]=[CH:23][CH:22]=[CH:21][C:17]=1[C:18]([OH:20])=[O:19]. The yield is 0.900. (2) The reactants are [NH2:1][CH2:2][C@H:3]([C:5]1[C:10]2[O:11][CH2:12][C:13](=[O:15])[NH:14][C:9]=2[CH:8]=[CH:7][CH:6]=1)[OH:4].C(N(C(C)C)CC)(C)C.[CH3:25][Si:26](Cl)([CH3:28])[CH3:27]. The catalyst is CN(C=O)C. The product is [NH2:1][CH2:2][C@H:3]([C:5]1[C:10]2[O:11][CH2:12][C:13](=[O:15])[NH:14][C:9]=2[CH:8]=[CH:7][CH:6]=1)[O:4][Si:26]([CH3:28])([CH3:27])[CH3:25]. The yield is 0.748.